From a dataset of Full USPTO retrosynthesis dataset with 1.9M reactions from patents (1976-2016). Predict the reactants needed to synthesize the given product. Given the product [C:19]([O:23][C:24](=[O:30])[NH:25][C:26]1[N:28]([CH3:29])[C:3](=[O:18])[CH2:4][C@@:5]2([C:13]3[C:8](=[CH:9][CH:10]=[C:11]([N+:14]([O-:16])=[O:15])[CH:12]=3)[CH2:7][CH2:6]2)[N:17]=1)([CH3:22])([CH3:21])[CH3:20], predict the reactants needed to synthesize it. The reactants are: CO[C:3](=[O:18])[CH2:4][C@:5]1([NH2:17])[C:13]2[C:8](=[CH:9][CH:10]=[C:11]([N+:14]([O-:16])=[O:15])[CH:12]=2)[CH2:7][CH2:6]1.[C:19]([O:23][C:24](=[O:30])[NH:25][C:26]([NH:28][CH3:29])=S)([CH3:22])([CH3:21])[CH3:20].